The task is: Predict the reactants needed to synthesize the given product.. This data is from Full USPTO retrosynthesis dataset with 1.9M reactions from patents (1976-2016). (1) Given the product [CH:1]1([N:7]([C:21]2[CH:22]=[CH:23][C:24]([O:27][CH3:28])=[CH:25][CH:26]=2)[CH:8]2[CH2:9][CH2:10][NH:11][CH2:12][CH2:13]2)[CH2:2][CH2:3][CH2:4][CH2:5][CH2:6]1, predict the reactants needed to synthesize it. The reactants are: [CH:1]1([N:7]([C:21]2[CH:26]=[CH:25][C:24]([O:27][CH3:28])=[CH:23][CH:22]=2)[CH:8]2[CH2:13][CH2:12][N:11](C(OC(C)(C)C)=O)[CH2:10][CH2:9]2)[CH2:6][CH2:5][CH2:4][CH2:3][CH2:2]1. (2) Given the product [CH3:52][C:53]1[CH:54]=[CH:57][C:58]([C:61]([F:62])([F:63])[F:64])=[CH:59][C:60]=1[CH2:15][O:16][C:17]1[CH:22]=[CH:21][C:20]([C:23]2([CH2:27][C:28]([O:30][CH2:31][CH3:32])=[O:29])[CH2:24][O:25][CH2:26]2)=[CH:19][CH:18]=1, predict the reactants needed to synthesize it. The reactants are: FC(F)(F)C1C=CC(C2C=CC=C([CH2:15][O:16][C:17]3[CH:22]=[CH:21][C:20]([C:23]4([CH2:27][C:28]([O:30][CH2:31][CH3:32])=[O:29])[CH2:26][O:25][CH2:24]4)=[CH:19][CH:18]=3)C=2)=CC=1.OC1C=CC(C2(CC(OCC)=O)COC2)=CC=1.[CH3:52][C:53]1[CH:60]=[CH:59][C:58]([C:61]([F:64])([F:63])[F:62])=[CH:57][C:54]=1CBr. (3) Given the product [C:22]1([CH3:31])[CH:27]=[CH:26][C:25]([C:28]2[O:2][N:1]=[C:4]3[CH:9]=[CH:8][C:7]([C:10]4[N:14]([C:15]5[CH:16]=[CH:17][C:18]([CH3:21])=[CH:19][CH:20]=5)[N:13]=[CH:12][CH:11]=4)=[CH:6][C:5]=23)=[CH:24][CH:23]=1, predict the reactants needed to synthesize it. The reactants are: [N+:1]([C:4]1[CH:9]=[CH:8][C:7]([C:10]2[N:14]([C:15]3[CH:20]=[CH:19][C:18]([CH3:21])=[CH:17][CH:16]=3)[N:13]=[CH:12][CH:11]=2)=[CH:6][CH:5]=1)([O-])=[O:2].[C:22]1([CH3:31])[CH:27]=[CH:26][C:25]([CH2:28]C#N)=[CH:24][CH:23]=1. (4) Given the product [NH2:1][C:2]1[N:7]=[C:6]([C:8]2[NH:12][C:11]([C:13]3[CH:18]=[C:17]([Cl:19])[CH:16]=[CH:15][C:14]=3[CH3:20])=[C:10]([C:21]([NH2:26])=[O:23])[CH:9]=2)[CH:5]=[CH:4][N:3]=1, predict the reactants needed to synthesize it. The reactants are: [NH2:1][C:2]1[N:7]=[C:6]([C:8]2[NH:12][C:11]([C:13]3[CH:18]=[C:17]([Cl:19])[CH:16]=[CH:15][C:14]=3[CH3:20])=[C:10]([C:21]([OH:23])=O)[CH:9]=2)[CH:5]=[CH:4][N:3]=1.CC[N:26](C(C)C)C(C)C.CCN=C=NCCCN(C)C.Cl.C1C=CC2N(O)N=NC=2C=1.N.